From a dataset of Reaction yield outcomes from USPTO patents with 853,638 reactions. Predict the reaction yield, written as a fraction of the theoretical maximum amount of product (1.0 means a 100% yield; for example, 0.34 means a 34% yield). (1) The reactants are [CH3:1][O:2][C:3]1[CH:4]=[C:5]2[C:9](=[CH:10][CH:11]=1)[N:8]([CH:12]([CH2:16][CH:17]([CH3:19])[CH3:18])[C:13]([OH:15])=O)[C:7](=[O:20])[C:6]2=[O:21].[S:22]1[CH:26]=[CH:25][N:24]=[C:23]1[NH2:27].C(N(CC)C(C)C)(C)C.F[P-](F)(F)(F)(F)F.N1(O[P+](N(C)C)(N(C)C)N(C)C)C2C=CC=CC=2N=N1. The catalyst is CN(C)C=O.C(OCC)(=O)C. The product is [S:22]1[CH:26]=[CH:25][N:24]=[C:23]1[NH:27][C:13](=[O:15])[CH:12]([N:8]1[C:9]2[C:5](=[CH:4][C:3]([O:2][CH3:1])=[CH:11][CH:10]=2)[C:6](=[O:21])[C:7]1=[O:20])[CH2:16][CH:17]([CH3:19])[CH3:18]. The yield is 0.730. (2) The catalyst is CN(C=O)C.C(Cl)Cl. The yield is 0.510. The product is [Cl:1][C:2]1[CH:3]=[CH:4][C:5]([C:8]2[N:12]([CH2:13][C:14]([N:30]3[CH2:35][CH2:34][O:33][CH2:32][CH2:31]3)=[O:15])[C:11]3[CH:17]=[C:18]([C:20]([O:22][CH3:23])=[O:21])[S:19][C:10]=3[C:9]=2[CH:24]2[CH2:25][CH2:26][CH2:27][CH2:28][CH2:29]2)=[CH:6][CH:7]=1. The reactants are [Cl:1][C:2]1[CH:7]=[CH:6][C:5]([C:8]2[N:12]([CH2:13][C:14](O)=[O:15])[C:11]3[CH:17]=[C:18]([C:20]([O:22][CH3:23])=[O:21])[S:19][C:10]=3[C:9]=2[CH:24]2[CH2:29][CH2:28][CH2:27][CH2:26][CH2:25]2)=[CH:4][CH:3]=1.[NH:30]1[CH2:35][CH2:34][O:33][CH2:32][CH2:31]1.CCN(C(C)C)C(C)C.CN(C(ON1N=NC2C=CC=NC1=2)=[N+](C)C)C.F[P-](F)(F)(F)(F)F. (3) The reactants are Cl[C:2]1[N:7]=[C:6]([NH:8][C:9]2[CH:13]=[C:12]([CH:14]3[CH2:18][CH2:17][CH2:16][CH2:15]3)[NH:11][N:10]=2)[CH:5]=[C:4]([CH3:19])[N:3]=1.[CH:20]1[C:25]([NH2:26])=[CH:24][CH:23]=[C:22]([NH2:27])[CH:21]=1. The catalyst is CCCCO. The product is [NH2:26][C:25]1[CH:20]=[CH:21][C:22]([NH:27][C:2]2[N:7]=[C:6]([NH:8][C:9]3[CH:13]=[C:12]([CH:14]4[CH2:18][CH2:17][CH2:16][CH2:15]4)[NH:11][N:10]=3)[CH:5]=[C:4]([CH3:19])[N:3]=2)=[CH:23][CH:24]=1. The yield is 0.360.